This data is from Full USPTO retrosynthesis dataset with 1.9M reactions from patents (1976-2016). The task is: Predict the reactants needed to synthesize the given product. (1) Given the product [NH2:16][CH:14]1[C:13](=[O:24])[N:12]([CH2:25][C:26]2[CH:27]=[CH:28][C:29]([O:32][CH3:33])=[CH:30][CH:31]=2)[C:11]2[CH:34]=[CH:35][CH:36]=[CH:37][C:10]=2[C:9]([C:3]2[C:4]([Cl:8])=[CH:5][CH:6]=[CH:7][C:2]=2[Cl:1])=[N:15]1, predict the reactants needed to synthesize it. The reactants are: [Cl:1][C:2]1[CH:7]=[CH:6][CH:5]=[C:4]([Cl:8])[C:3]=1[C:9]1[C:10]2[CH:37]=[CH:36][CH:35]=[CH:34][C:11]=2[N:12]([CH2:25][C:26]2[CH:31]=[CH:30][C:29]([O:32][CH3:33])=[CH:28][CH:27]=2)[C:13](=[O:24])[CH:14]([NH:16]C(=O)OC(C)(C)C)[N:15]=1.C(O)(C(F)(F)F)=O.C([O-])(O)=O.[Na+]. (2) Given the product [C:1]([C:3]1[N:8]=[CH:7][C:6]([N:9]2[C:16](=[O:17])[C:12]3([CH2:15][CH2:14][CH2:13]3)[N:11]([C:18]3[CH:23]=[CH:22][C:21]([S:24]([NH:27][CH3:37])(=[O:26])=[O:25])=[CH:20][CH:19]=3)[C:10]2=[S:28])=[CH:5][C:4]=1[C:29]([F:32])([F:30])[F:31])#[N:2], predict the reactants needed to synthesize it. The reactants are: [C:1]([C:3]1[N:8]=[CH:7][C:6]([N:9]2[C:16](=[O:17])[C:12]3([CH2:15][CH2:14][CH2:13]3)[N:11]([C:18]3[CH:23]=[CH:22][C:21]([S:24]([NH2:27])(=[O:26])=[O:25])=[CH:20][CH:19]=3)[C:10]2=[S:28])=[CH:5][C:4]=1[C:29]([F:32])([F:31])[F:30])#[N:2].S(C1C=CC(C)=CC=1)(O[CH3:37])(=O)=O.C([O-])([O-])=O.[Cs+].[Cs+].